Task: Binary Classification. Given a drug SMILES string, predict its activity (active/inactive) in a high-throughput screening assay against a specified biological target.. Dataset: Choline transporter screen with 302,306 compounds The drug is S(Cc1ncccc1)\C(=N\c1ccc(OC)cc1)N. The result is 0 (inactive).